This data is from Peptide-MHC class II binding affinity with 134,281 pairs from IEDB. The task is: Regression. Given a peptide amino acid sequence and an MHC pseudo amino acid sequence, predict their binding affinity value. This is MHC class II binding data. (1) The peptide sequence is NIRQAGVQYSR. The MHC is HLA-DQA10501-DQB10301 with pseudo-sequence HLA-DQA10501-DQB10301. The binding affinity (normalized) is 1.00. (2) The binding affinity (normalized) is 0.671. The MHC is DRB3_0202 with pseudo-sequence DRB3_0202. The peptide sequence is GLCAFLATRIFGRRS. (3) The peptide sequence is GELQIVDKIDAAFQI. The MHC is DRB4_0101 with pseudo-sequence DRB4_0103. The binding affinity (normalized) is 0.712. (4) The peptide sequence is IEDCNELEGQLHNIR. The MHC is DRB1_0101 with pseudo-sequence DRB1_0101. The binding affinity (normalized) is 0.224. (5) The peptide sequence is SRGVQGFIFFFLFNIKK. The MHC is HLA-DQA10601-DQB10402 with pseudo-sequence HLA-DQA10601-DQB10402. The binding affinity (normalized) is 0. (6) The peptide sequence is IGRNPNRDGDSYYYS. The MHC is DRB3_0101 with pseudo-sequence DRB3_0101. The binding affinity (normalized) is 0.